Dataset: Full USPTO retrosynthesis dataset with 1.9M reactions from patents (1976-2016). Task: Predict the reactants needed to synthesize the given product. (1) Given the product [Br:1][C:2]1[CH:7]=[CH:6][C:5]([O:8][CH2:19][C:20]([O:22][CH3:23])=[O:21])=[C:4]([N+:9]([O-:11])=[O:10])[CH:3]=1, predict the reactants needed to synthesize it. The reactants are: [Br:1][C:2]1[CH:7]=[CH:6][C:5]([OH:8])=[C:4]([N+:9]([O-:11])=[O:10])[CH:3]=1.C(=O)([O-])[O-].[K+].[K+].Br[CH2:19][C:20]([O:22][CH3:23])=[O:21]. (2) Given the product [C:18]1([S:24]([C:27]([CH3:39])([CH3:38])[CH2:28][CH2:29][CH2:30][N:31]2[CH2:32][C:33]([C:12]3[CH:13]=[CH:14][C:9]([O:8][CH3:7])=[CH:10][CH:11]=3)=[CH:34][CH2:35][CH2:36]2)(=[O:26])=[O:25])[CH:19]=[CH:20][CH:21]=[CH:22][CH:23]=1, predict the reactants needed to synthesize it. The reactants are: C(=O)([O-])[O-].[K+].[K+].[CH3:7][O:8][C:9]1[CH:14]=[CH:13][C:12](B(O)O)=[CH:11][CH:10]=1.[C:18]1([S:24]([C:27]([CH3:39])([CH3:38])[CH2:28][CH2:29][CH2:30][N:31]2[CH2:36][C:35](Br)=[CH:34][CH2:33][CH2:32]2)(=[O:26])=[O:25])[CH:23]=[CH:22][CH:21]=[CH:20][CH:19]=1. (3) Given the product [CH3:32][N:33]([C:2]1[N:7]=[CH:6][C:5]([NH:8][C:9]([C:11]2[N:23]([CH2:24][C:25]3[CH:30]=[CH:29][CH:28]=[C:27]([F:31])[CH:26]=3)[C:14]3=[N:15][CH:16]=[C:17]([C:19]([F:20])([F:21])[F:22])[CH:18]=[C:13]3[CH:12]=2)=[O:10])=[CH:4][N:3]=1)[CH3:34], predict the reactants needed to synthesize it. The reactants are: Cl[C:2]1[N:7]=[CH:6][C:5]([NH:8][C:9]([C:11]2[N:23]([CH2:24][C:25]3[CH:30]=[CH:29][CH:28]=[C:27]([F:31])[CH:26]=3)[C:14]3=[N:15][CH:16]=[C:17]([C:19]([F:22])([F:21])[F:20])[CH:18]=[C:13]3[CH:12]=2)=[O:10])=[CH:4][N:3]=1.[CH3:32][NH:33][CH3:34]. (4) Given the product [OH:4][C:5]1[CH:6]=[CH:7][C:8]([S:11]([N:14]([CH2:24][C:25]2[CH:26]=[CH:27][C:28]([C:29]([OH:31])=[O:30])=[CH:33][CH:34]=2)[CH2:15][C:16]2[CH:21]=[CH:20][CH:19]=[CH:18][C:17]=2[O:22][CH3:23])(=[O:12])=[O:13])=[CH:9][CH:10]=1, predict the reactants needed to synthesize it. The reactants are: C([O:4][C:5]1[CH:10]=[CH:9][C:8]([S:11]([N:14]([CH2:24][C:25]2[CH:34]=[CH:33][C:28]([C:29]([O:31]C)=[O:30])=[CH:27][CH:26]=2)[CH2:15][C:16]2[CH:21]=[CH:20][CH:19]=[CH:18][C:17]=2[O:22][CH3:23])(=[O:13])=[O:12])=[CH:7][CH:6]=1)(=O)C.[OH-].[Na+]. (5) Given the product [Cl:15][C:12]1[CH:13]=[CH:14][C:5]([CH2:4][C:3]([OH:32])=[O:2])=[C:6]2[C:11]=1[N:10]=[C:9]([O:16][CH:17]([F:19])[F:18])[C:8]([CH2:20][C:21]1[CH:22]=[CH:23][C:24]([S:27]([CH3:30])(=[O:29])=[O:28])=[CH:25][CH:26]=1)=[C:7]2[CH3:31], predict the reactants needed to synthesize it. The reactants are: C[O:2][C:3](=[O:32])[CH2:4][C:5]1[CH:14]=[CH:13][C:12]([Cl:15])=[C:11]2[C:6]=1[C:7]([CH3:31])=[C:8]([CH2:20][C:21]1[CH:26]=[CH:25][C:24]([S:27]([CH3:30])(=[O:29])=[O:28])=[CH:23][CH:22]=1)[C:9]([O:16][CH:17]([F:19])[F:18])=[N:10]2.CO.[OH-].[Li+].O. (6) Given the product [CH3:13][N:12]([CH3:14])[C@@H:9]1[CH2:10][CH2:11][N:7]([CH2:6][C:5]2[CH:15]=[CH:16][C:2]([NH:1][C:25](=[O:26])[C:24]3[CH:28]=[CH:29][C:30]([CH3:31])=[C:22]([I:21])[CH:23]=3)=[CH:3][C:4]=2[C:17]([F:20])([F:18])[F:19])[CH2:8]1, predict the reactants needed to synthesize it. The reactants are: [NH2:1][C:2]1[CH:16]=[CH:15][C:5]([CH2:6][N:7]2[CH2:11][CH2:10][C@@H:9]([N:12]([CH3:14])[CH3:13])[CH2:8]2)=[C:4]([C:17]([F:20])([F:19])[F:18])[CH:3]=1.[I:21][C:22]1[CH:23]=[C:24]([CH:28]=[CH:29][C:30]=1[CH3:31])[C:25](Cl)=[O:26].IC1C=C(C=CC=1C)C(O)=O.O=S(Cl)Cl.C(N(CC)C(C)C)(C)C. (7) Given the product [ClH:1].[Cl:24][C:25]1[CH:26]=[C:27]([NH:31][C:32]([N:10]2[CH2:11][CH2:12][C:7]3[NH:6][C:5]4[N:13]=[CH:14][C:2]([Cl:1])=[CH:3][C:4]=4[C:8]=3[CH2:9]2)=[O:33])[CH:28]=[CH:29][CH:30]=1, predict the reactants needed to synthesize it. The reactants are: [Cl:1][C:2]1[CH:14]=[N:13][C:5]2[NH:6][C:7]3[CH2:12][CH2:11][NH:10][CH2:9][C:8]=3[C:4]=2[CH:3]=1.CCN(C(C)C)C(C)C.[Cl:24][C:25]1[CH:26]=[C:27]([N:31]=[C:32]=[O:33])[CH:28]=[CH:29][CH:30]=1.Cl.CCOCC. (8) Given the product [CH2:48]([O:47][C:11]1[C:12]([C:15]2[CH:20]=[CH:19][C:18]([CH2:21][C:22]([NH:24][C:25]3[CH:30]=[CH:29][C:28]([O:31][CH2:32][CH2:33][OH:34])=[C:27]([C:42]([F:44])([F:45])[F:43])[CH:26]=3)=[O:23])=[C:17]([F:46])[CH:16]=2)=[CH:13][NH:14][C:9](=[O:8])[CH:10]=1)[CH3:49], predict the reactants needed to synthesize it. The reactants are: C([O:8][C:9]1[N:14]=[CH:13][C:12]([C:15]2[CH:20]=[CH:19][C:18]([CH2:21][C:22]([NH:24][C:25]3[CH:30]=[CH:29][C:28]([O:31][CH2:32][CH2:33][O:34]CC4C=CC=CC=4)=[C:27]([C:42]([F:45])([F:44])[F:43])[CH:26]=3)=[O:23])=[C:17]([F:46])[CH:16]=2)=[C:11]([O:47][CH2:48][CH3:49])[CH:10]=1)C1C=CC=CC=1. (9) Given the product [Cl:1][C:2]1[CH:3]=[CH:4][C:5]([O:25][CH2:27][CH:28]([CH3:30])[CH3:29])=[C:6]([C:8]2[CH:13]=[CH:12][CH:11]=[CH:10][C:9]=2[C:14]2[N:19]=[C:18]([C:20]([O:22][CH2:23][CH3:24])=[O:21])[CH:17]=[CH:16][CH:15]=2)[CH:7]=1, predict the reactants needed to synthesize it. The reactants are: [Cl:1][C:2]1[CH:3]=[CH:4][C:5]([OH:25])=[C:6]([C:8]2[CH:13]=[CH:12][CH:11]=[CH:10][C:9]=2[C:14]2[N:19]=[C:18]([C:20]([O:22][CH2:23][CH3:24])=[O:21])[CH:17]=[CH:16][CH:15]=2)[CH:7]=1.Br[CH2:27][CH:28]([CH3:30])[CH3:29].C(=O)([O-])[O-].[K+].[K+]. (10) Given the product [CH3:1][C@:2]12[CH2:3][CH2:4][C@H:5]3[C@@H:6]([CH2:12][CH:13]=[C:14]4[C@:15]3([CH3:21])[CH2:16][CH2:17][C@H:18]([OH:20])[CH2:19]4)[C@@H:7]1[CH2:8][CH2:9][C@@H:10]2[OH:11], predict the reactants needed to synthesize it. The reactants are: [CH3:1][C@@:2]12[C:10](=[O:11])[CH2:9][CH2:8][C@H:7]1[C@@H:6]1[CH2:12][CH:13]=[C:14]3[CH2:19][C@@H:18]([OH:20])[CH2:17][CH2:16][C@:15]3([CH3:21])[C@H:5]1[CH2:4][CH2:3]2.